Dataset: Full USPTO retrosynthesis dataset with 1.9M reactions from patents (1976-2016). Task: Predict the reactants needed to synthesize the given product. (1) Given the product [CH3:25][O:26][C:9]1[S:10][C:11]([C:12]2[CH:13]=[C:14]([CH3:18])[CH:15]=[CH:16][CH:17]=2)=[C:7]([C:5]([OH:4])=[O:6])[N:8]=1, predict the reactants needed to synthesize it. The reactants are: [H-].[Na+].C[O:4][C:5]([C:7]1[N:8]=[C:9](Br)[S:10][C:11]=1[C:12]1[CH:13]=[C:14]([CH3:18])[CH:15]=[CH:16][CH:17]=1)=[O:6].O.[OH-].[Na+].C1C[O:26][CH2:25]C1. (2) Given the product [Cl:14][C:8]1[CH:7]=[C:6]2[C:11]([C:12](=[O:13])[C:3]([CH2:2][NH:1][C:31](=[O:32])[C:30]3[CH:34]=[CH:35][C:27]([N:21]4[CH2:22][CH2:23][O:24][CH2:25][CH2:26]4)=[N:28][CH:29]=3)=[CH:4][N:5]2[C:15]2[CH:16]=[CH:17][CH:18]=[CH:19][CH:20]=2)=[CH:10][CH:9]=1, predict the reactants needed to synthesize it. The reactants are: [NH2:1][CH2:2][C:3]1[C:12](=[O:13])[C:11]2[C:6](=[CH:7][C:8]([Cl:14])=[CH:9][CH:10]=2)[N:5]([C:15]2[CH:20]=[CH:19][CH:18]=[CH:17][CH:16]=2)[CH:4]=1.[N:21]1([C:27]2[CH:35]=[CH:34][C:30]([C:31](O)=[O:32])=[CH:29][N:28]=2)[CH2:26][CH2:25][O:24][CH2:23][CH2:22]1.